From a dataset of TCR-epitope binding with 47,182 pairs between 192 epitopes and 23,139 TCRs. Binary Classification. Given a T-cell receptor sequence (or CDR3 region) and an epitope sequence, predict whether binding occurs between them. (1) The epitope is LEPLVDLPI. The TCR CDR3 sequence is CASSAAGQVGTDTQYF. Result: 0 (the TCR does not bind to the epitope). (2) The epitope is GPGHKARVL. The TCR CDR3 sequence is CASSLGLEPQHF. Result: 1 (the TCR binds to the epitope).